Dataset: Forward reaction prediction with 1.9M reactions from USPTO patents (1976-2016). Task: Predict the product of the given reaction. (1) Given the reactants [Cl:1][C:2]1[CH:7]=[CH:6][C:5]([N:8]2[C:16]([CH:17]([CH:20]3[CH2:25][CH2:24][CH2:23][CH2:22][CH2:21]3)[CH2:18][OH:19])=[C:15]3[C:10]([CH2:11][CH2:12][CH2:13][CH2:14]3)=[N:9]2)=[CH:4][CH:3]=1.[CH3:26][O:27][C:28]([C:30]1([O:33][C:34]2[CH:39]=[CH:38][C:37](O)=[CH:36][CH:35]=2)[CH2:32][CH2:31]1)=[O:29].C(P(CCCC)CCCC)CCC.CN(C)C(N=NC(N(C)C)=O)=O, predict the reaction product. The product is: [CH3:26][O:27][C:28]([C:30]1([O:33][C:34]2[CH:39]=[CH:38][C:37]([O:19][CH2:18][CH:17]([C:16]3[N:8]([C:5]4[CH:6]=[CH:7][C:2]([Cl:1])=[CH:3][CH:4]=4)[N:9]=[C:10]4[C:15]=3[CH2:14][CH2:13][CH2:12][CH2:11]4)[CH:20]3[CH2:25][CH2:24][CH2:23][CH2:22][CH2:21]3)=[CH:36][CH:35]=2)[CH2:32][CH2:31]1)=[O:29]. (2) Given the reactants [CH3:1][C:2]1([C:9]([O:11][CH3:12])=[O:10])[C:7](=O)[CH2:6][CH2:5][O:4][CH2:3]1.[CH3:13][C@@H:14]([NH2:21])[C:15]1[CH:20]=[CH:19][CH:18]=[CH:17][CH:16]=1.FC(F)(F)S([O-])(=O)=O.[Yb+3].FC(F)(F)S([O-])(=O)=O.FC(F)(F)S([O-])(=O)=O, predict the reaction product. The product is: [CH3:1][C:2]1([C:9]([O:11][CH3:12])=[O:10])[C:7](=[N:21][C@@H:14]([C:15]2[CH:20]=[CH:19][CH:18]=[CH:17][CH:16]=2)[CH3:13])[CH2:6][CH2:5][O:4][CH2:3]1. (3) Given the reactants [NH2:1][C:2](=[N:4][C:5]1[S:6][CH:7]=[C:8]([C:10]([O:12][CH2:13][CH3:14])=[O:11])[N:9]=1)[NH2:3].[F:15][C:16]([F:24])([F:23])[C:17](=O)[CH2:18][C:19](=O)[CH3:20], predict the reaction product. The product is: [CH3:20][C:19]1[CH:18]=[C:17]([C:16]([F:24])([F:23])[F:15])[N:3]=[C:2]([NH:4][C:5]2[S:6][CH:7]=[C:8]([C:10]([O:12][CH2:13][CH3:14])=[O:11])[N:9]=2)[N:1]=1. (4) The product is: [ClH:31].[Cl:31][C:10]1[CH:9]=[C:8]([NH:7][C:4]2[N:3]=[C:2]([NH2:1])[NH:6][N:5]=2)[CH:13]=[C:12]([C:14]([F:15])([F:16])[F:17])[C:11]=1[C:18]1[CH2:23][CH2:22][NH:21][CH2:20][CH:19]=1. Given the reactants [NH2:1][C:2]1[NH:6][N:5]=[C:4]([NH:7][C:8]2[CH:13]=[C:12]([C:14]([F:17])([F:16])[F:15])[C:11]([C:18]3[CH2:23][CH2:22][N:21](C(OC(C)(C)C)=O)[CH2:20][CH:19]=3)=[C:10]([Cl:31])[CH:9]=2)[N:3]=1.Cl.O1CCOCC1, predict the reaction product. (5) Given the reactants N1[CH2:7][CH2:6][CH2:5][C@H:2]1[CH2:3][OH:4].[C:8]1(B(O)O)[CH:13]=[CH:12][CH:11]=[CH:10][CH:9]=1.C[Si]([N-][Si](C)(C)C)(C)C.[K+].ClC1CCOCC1, predict the reaction product. The product is: [C:8]1([CH:5]2[CH2:6][CH2:7][O:4][CH2:3][CH2:2]2)[CH:13]=[CH:12][CH:11]=[CH:10][CH:9]=1. (6) Given the reactants [OH-].[Na+:2].[Cl:3][C:4]1[N:9]=[N:8][C:7]([O:10][C:11]2[C:16]([CH3:17])=[CH:15][CH:14]=[CH:13][C:12]=2[CH:18]2[CH2:20][CH2:19]2)=[C:6]([OH:21])[CH:5]=1, predict the reaction product. The product is: [Cl:3][C:4]1[N:9]=[N:8][C:7]([O:10][C:11]2[C:16]([CH3:17])=[CH:15][CH:14]=[CH:13][C:12]=2[CH:18]2[CH2:20][CH2:19]2)=[C:6]([O-:21])[CH:5]=1.[Na+:2]. (7) Given the reactants [C:1](Cl)(=[O:8])[C:2]1[CH:7]=[CH:6][CH:5]=[CH:4][CH:3]=1.[CH3:10][O:11][C:12]1[CH:17]=[CH:16][CH:15]=[CH:14][C:13]=1[N:18]1[CH2:23][CH2:22][N:21]([CH2:24][CH:25]2[CH2:30][CH2:29][NH:28][CH2:27][CH2:26]2)[CH2:20][CH2:19]1.C(N(CC)CC)C, predict the reaction product. The product is: [CH3:10][O:11][C:12]1[CH:17]=[CH:16][CH:15]=[CH:14][C:13]=1[N:18]1[CH2:19][CH2:20][N:21]([CH2:24][CH:25]2[CH2:30][CH2:29][N:28]([C:1]([C:2]3[CH:7]=[CH:6][CH:5]=[CH:4][CH:3]=3)=[O:8])[CH2:27][CH2:26]2)[CH2:22][CH2:23]1. (8) Given the reactants [C:1]([O:5][C:6](=[O:16])[CH2:7]/[N:8]=[CH:9]/[CH2:10][CH:11]1[CH2:15][CH2:14][CH2:13][CH2:12]1)([CH3:4])([CH3:3])[CH3:2].[Cl:17][C:18]1[C:19]([F:35])=[C:20](/[CH:24]=[C:25](/[C:28]2[CH:33]=[CH:32][C:31]([Cl:34])=[CH:30][CH:29]=2)\[C:26]#[N:27])[CH:21]=[CH:22][CH:23]=1.C(N(CC)CC)C, predict the reaction product. The product is: [C:1]([O:5][C:6]([CH:7]1[CH:24]([C:20]2[CH:21]=[CH:22][CH:23]=[C:18]([Cl:17])[C:19]=2[F:35])[C:25]([C:28]2[CH:29]=[CH:30][C:31]([Cl:34])=[CH:32][CH:33]=2)([C:26]#[N:27])[CH:9]([CH2:10][CH:11]2[CH2:12][CH2:13][CH2:14][CH2:15]2)[NH:8]1)=[O:16])([CH3:4])([CH3:2])[CH3:3].